This data is from Full USPTO retrosynthesis dataset with 1.9M reactions from patents (1976-2016). The task is: Predict the reactants needed to synthesize the given product. (1) Given the product [Cl:21][C:19]1[CH:18]=[CH:17][CH:16]=[C:15]2[C:20]=1[C:12]([C:10]([NH:9][CH2:8][CH:5]1[CH2:6][CH2:7][C:2]([F:1])([F:22])[CH2:3][CH2:4]1)=[O:11])=[CH:13][N:14]2[CH2:30][C@@H:27]1[CH2:28][CH2:29][N:26]1[CH:23]([CH3:25])[CH3:24], predict the reactants needed to synthesize it. The reactants are: [F:1][C:2]1([F:22])[CH2:7][CH2:6][CH:5]([CH2:8][NH:9][C:10]([C:12]2[C:20]3[C:15](=[CH:16][CH:17]=[CH:18][C:19]=3[Cl:21])[NH:14][CH:13]=2)=[O:11])[CH2:4][CH2:3]1.[CH:23]([N:26]1[CH2:29][CH2:28][C@H:27]1[CH2:30]O)([CH3:25])[CH3:24].C(P(=CC#N)(CCCC)CCCC)CCC. (2) Given the product [CH2:32]([C:10]1[CH:11]=[C:12]([C:16]2[O:17][C:18]([C:21]3[CH:26]=[C:25]([CH3:27])[N:24]=[C:23]([CH2:28][CH:29]([CH3:30])[CH3:31])[CH:22]=3)=[CH:19][N:20]=2)[CH:13]=[C:14]([CH3:15])[C:9]=1[OH:8])[CH3:33], predict the reactants needed to synthesize it. The reactants are: C([O:8][C:9]1[C:14]([CH3:15])=[CH:13][C:12]([C:16]2[O:17][C:18]([C:21]3[CH:26]=[C:25]([CH3:27])[N:24]=[C:23]([CH2:28][CH:29]([CH3:31])[CH3:30])[CH:22]=3)=[CH:19][N:20]=2)=[CH:11][C:10]=1[CH2:32][CH3:33])C1C=CC=CC=1. (3) Given the product [C:23]([O:22][C:20]([N:14]1[CH2:19][CH2:18][N:17]([CH2:12][C:8]2[CH:9]=[CH:10][CH:11]=[C:2]([Cl:1])[C:3]=2[C:4]([OH:6])=[O:5])[CH2:16][CH2:15]1)=[O:21])([CH3:26])([CH3:24])[CH3:25], predict the reactants needed to synthesize it. The reactants are: [Cl:1][C:2]1[CH:11]=[CH:10][CH:9]=[C:8]([CH:12]=O)[C:3]=1[C:4]([O:6]C)=[O:5].[N:14]1([C:20]([O:22][C:23]([CH3:26])([CH3:25])[CH3:24])=[O:21])[CH2:19][CH2:18][NH:17][CH2:16][CH2:15]1.ClCCCl.C(O[BH-](OC(=O)C)OC(=O)C)(=O)C.[Na+].